From a dataset of Full USPTO retrosynthesis dataset with 1.9M reactions from patents (1976-2016). Predict the reactants needed to synthesize the given product. (1) Given the product [OH:23][CH2:22][CH:21]([C:24]1[C:33]2[C:28](=[CH:29][CH:30]=[C:31]([O:34][CH3:35])[CH:32]=2)[CH:27]=[CH:26][CH:25]=1)[CH2:20][NH:19][C:4](=[O:5])[CH2:3][CH:1]=[CH2:2], predict the reactants needed to synthesize it. The reactants are: [CH:1]([CH2:3][C:4](O)=[O:5])=[CH2:2].CCN=C=NCCCN(C)C.Cl.[NH2:19][CH2:20][CH:21]([C:24]1[C:33]2[C:28](=[CH:29][CH:30]=[C:31]([O:34][CH3:35])[CH:32]=2)[CH:27]=[CH:26][CH:25]=1)[CH2:22][OH:23].O. (2) Given the product [Cl:1][C:2]1[CH:3]=[C:4]([CH:21]=[CH:22][CH:23]=1)[CH2:5][NH:6][C:7]1[N:20]=[C:10]2[C:11]([O:18][CH3:19])=[CH:12][C:13]([C:15]([N:26]3[C:25]([CH2:33][OH:34])([CH3:24])[CH2:30][O:29][C:28]([CH3:32])([CH3:31])[CH2:27]3)=[O:17])=[CH:14][N:9]2[N:8]=1, predict the reactants needed to synthesize it. The reactants are: [Cl:1][C:2]1[CH:3]=[C:4]([CH:21]=[CH:22][CH:23]=1)[CH2:5][NH:6][C:7]1[N:20]=[C:10]2[C:11]([O:18][CH3:19])=[CH:12][C:13]([C:15]([OH:17])=O)=[CH:14][N:9]2[N:8]=1.[CH3:24][C:25]1([CH2:33][OH:34])[CH2:30][O:29][C:28]([CH3:32])([CH3:31])[CH2:27][NH:26]1.C(N(CC)C(C)C)(C)C.CN(C(ON1N=NC2C=CC=NC1=2)=[N+](C)C)C.F[P-](F)(F)(F)(F)F. (3) Given the product [OH:2][CH2:3][C:4]1[C:5]([CH3:17])=[CH:6][CH:7]=[CH:8][C:9]=1[N:10]1[C:14](=[O:15])[N:13]([CH3:16])[N:12]=[N:11]1, predict the reactants needed to synthesize it. The reactants are: C[O:2][C:3](=O)[C:4]1[C:9]([N:10]2[C:14](=[O:15])[N:13]([CH3:16])[N:12]=[N:11]2)=[CH:8][CH:7]=[CH:6][C:5]=1[CH3:17].C([BH-](CC)CC)C.[Li+].O.Cl. (4) Given the product [CH3:1][O:2][C:3]1[CH:10]=[CH:9][C:6]([C:7]2[NH:16][N:15]=[N:14][N:8]=2)=[CH:5][C:4]=1[NH2:11], predict the reactants needed to synthesize it. The reactants are: [CH3:1][O:2][C:3]1[CH:10]=[CH:9][C:6]([C:7]#[N:8])=[CH:5][C:4]=1[N+:11]([O-])=O.[N-:14]=[N+:15]=[N-:16].[Na+].Cl.C(N(CC)CC)C.[H][H]. (5) Given the product [Cl:5][C:6]1[CH:7]=[CH:8][C:9]([C:12]2([CH2:45][C:46]([O:48][CH2:50][CH3:51])=[O:47])[CH2:13][CH2:14][N:15]([C:18]3[C:19]4[N:20]([N:24]=[C:25]([NH:27][C:28]5[CH:33]=[CH:32][C:31]([C:34](=[O:44])[N:35]([CH3:43])[CH:36]6[CH2:37][CH2:38][N:39]([CH3:42])[CH2:40][CH2:41]6)=[CH:30][CH:29]=5)[N:26]=4)[CH:21]=[CH:22][CH:23]=3)[CH2:16][CH2:17]2)=[CH:10][CH:11]=1, predict the reactants needed to synthesize it. The reactants are: S(Cl)(Cl)=O.[Cl:5][C:6]1[CH:11]=[CH:10][C:9]([C:12]2([CH2:45][C:46]([OH:48])=[O:47])[CH2:17][CH2:16][N:15]([C:18]3[C:19]4[N:20]([N:24]=[C:25]([NH:27][C:28]5[CH:33]=[CH:32][C:31]([C:34](=[O:44])[N:35]([CH3:43])[CH:36]6[CH2:41][CH2:40][N:39]([CH3:42])[CH2:38][CH2:37]6)=[CH:30][CH:29]=5)[N:26]=4)[CH:21]=[CH:22][CH:23]=3)[CH2:14][CH2:13]2)=[CH:8][CH:7]=1.O.[CH3:50][C:51]#N. (6) Given the product [F:26][C:56]1[CH:57]=[CH:58][C:53]([NH:52][C:49]2[CH:50]=[CH:51][C:46]([CH2:45][NH:44][C:41]([C:38]3([NH:37][C:35](=[O:36])[O:34][CH2:30][CH2:33][CH2:6][CH3:7])[CH2:39][CH2:40]3)=[O:43])=[CH:47][CH:48]=2)=[C:54]([C:59]([F:60])([F:61])[F:62])[CH:55]=1, predict the reactants needed to synthesize it. The reactants are: C(N([CH2:6][CH3:7])CC)C.CN(C(ON1N=NC2C=CC=CC1=2)=[N+](C)C)C.[B-](F)(F)(F)[F:26].[C:30]([O:34][C:35]([NH:37][C:38]1([C:41]([OH:43])=O)[CH2:40][CH2:39]1)=[O:36])([CH3:33])(C)C.[NH2:44][CH2:45][C:46]1[CH:51]=[CH:50][C:49]([NH:52][C:53]2[CH:58]=[CH:57][CH:56]=[CH:55][C:54]=2[C:59]([F:62])([F:61])[F:60])=[CH:48][CH:47]=1. (7) Given the product [NH2:8][C@H:9]1[CH2:14][CH2:13][N:12]([C:15]([O:17][C:18]([CH3:20])([CH3:19])[CH3:21])=[O:16])[CH2:11][C@@H:10]1[F:22], predict the reactants needed to synthesize it. The reactants are: C([NH:8][C@H:9]1[CH2:14][CH2:13][N:12]([C:15]([O:17][C:18]([CH3:21])([CH3:20])[CH3:19])=[O:16])[CH2:11][C@@H:10]1[F:22])C1C=CC=CC=1. (8) Given the product [Cl:18][C:19]1[CH:20]=[CH:21][C:22]([CH2:23][N:24]2[C:32]3[C:27](=[CH:28][CH:29]=[CH:30][CH:31]=3)[C:26]([OH:34])([CH2:16][C:15](=[O:17])[C:9]3[CH:14]=[CH:13][CH:12]=[CH:11][CH:10]=3)[C:25]2=[O:35])=[CH:36][CH:37]=1, predict the reactants needed to synthesize it. The reactants are: C(C1OC=CC=1)(=O)C.[C:9]1([C:15](=[O:17])[CH3:16])[CH:14]=[CH:13][CH:12]=[CH:11][CH:10]=1.[Cl:18][C:19]1[CH:37]=[CH:36][C:22]([CH2:23][N:24]2[C:32]3[C:27](=[CH:28][C:29](F)=[CH:30][CH:31]=3)[C:26](=[O:34])[C:25]2=[O:35])=[CH:21][CH:20]=1.ClC1C=CC(CN2C3C(=CC=CC=3)C(=O)C2=O)=CC=1. (9) Given the product [N:1]([C@@H:4]1[CH2:9][CH2:8][CH2:7][CH2:6][C@H:5]1[O:10][S:26]([C:23]1[CH:22]=[CH:21][C:20]([N+:17]([O-:19])=[O:18])=[CH:25][CH:24]=1)(=[O:27])=[O:28])=[N+:2]=[N-:3], predict the reactants needed to synthesize it. The reactants are: [N:1]([C@@H:4]1[CH2:9][CH2:8][CH2:7][CH2:6][C@H:5]1[OH:10])=[N+:2]=[N-:3].N1C=CC=CC=1.[N+:17]([C:20]1[CH:25]=[CH:24][C:23]([S:26](Cl)(=[O:28])=[O:27])=[CH:22][CH:21]=1)([O-:19])=[O:18].